From a dataset of Catalyst prediction with 721,799 reactions and 888 catalyst types from USPTO. Predict which catalyst facilitates the given reaction. (1) Reactant: [F:1][C:2]1[CH:3]=[C:4]2[C:8](=[CH:9][CH:10]=1)[NH:7][C:6](=[O:11])[C:5]2=[CH:12][C:13]1[CH:14]=[C:15]([CH:26]=[CH:27][CH:28]=1)[C:16]([NH:18][CH2:19][CH2:20][CH2:21][CH2:22][C:23](O)=[O:24])=[O:17].C(N(CC)CC)C.ClC(OCC)=O.[NH2:42][OH:43]. Product: [F:1][C:2]1[CH:3]=[C:4]2[C:8](=[CH:9][CH:10]=1)[NH:7][C:6](=[O:11])[C:5]2=[CH:12][C:13]1[CH:14]=[C:15]([CH:26]=[CH:27][CH:28]=1)[C:16]([NH:18][CH2:19][CH2:20][CH2:21][CH2:22][C:23]([NH:42][OH:43])=[O:24])=[O:17]. The catalyst class is: 650. (2) Reactant: [CH3:1][C:2]([CH3:31])([CH3:30])[CH2:3][CH2:4][NH:5][C:6]([NH:8][C:9]1[CH:14]=[C:13]([C:15]2[C:26]([CH3:27])=[N:25][C:18]3[N:19]=[C:20](SC)[N:21]=[CH:22][C:17]=3[CH:16]=2)[C:12]([CH3:28])=[CH:11][C:10]=1[F:29])=[O:7].C1C=C(Cl)C=C(C(OO)=O)C=1.[NH3:43]. Product: [NH2:43][C:20]1[N:21]=[CH:22][C:17]2[CH:16]=[C:15]([C:13]3[C:12]([CH3:28])=[CH:11][C:10]([F:29])=[C:9]([NH:8][C:6]([NH:5][CH2:4][CH2:3][C:2]([CH3:31])([CH3:30])[CH3:1])=[O:7])[CH:14]=3)[C:26]([CH3:27])=[N:25][C:18]=2[N:19]=1. The catalyst class is: 2. (3) Reactant: CCN(C(C)C)C(C)C.[CH2:10]([N:12]1[CH:17]=[C:16]([C:18]2[CH:23]=[CH:22][CH:21]=[CH:20][CH:19]=2)[C:15](=[O:24])[C:14]([C:25]([OH:27])=O)=[CH:13]1)[CH3:11].CCOC(C(C#N)=NOC(N1CCOCC1)=[N+](C)C)=O.F[P-](F)(F)(F)(F)F.[NH2:55][C:56]1[CH:61]=[CH:60][C:59]([C:62]2[C:63]([NH2:78])=[N:64][CH:65]=[C:66]([C:68]3[CH:73]=[CH:72][C:71]([O:74][CH3:75])=[C:70]([O:76][CH3:77])[CH:69]=3)[CH:67]=2)=[CH:58][CH:57]=1. Product: [NH2:78][C:63]1[C:62]([C:59]2[CH:58]=[CH:57][C:56]([NH:55][C:25]([C:14]3[C:15](=[O:24])[C:16]([C:18]4[CH:19]=[CH:20][CH:21]=[CH:22][CH:23]=4)=[CH:17][N:12]([CH2:10][CH3:11])[CH:13]=3)=[O:27])=[CH:61][CH:60]=2)=[CH:67][C:66]([C:68]2[CH:73]=[CH:72][C:71]([O:74][CH3:75])=[C:70]([O:76][CH3:77])[CH:69]=2)=[CH:65][N:64]=1. The catalyst class is: 18. (4) Reactant: ClC1C=CC(CC2[C:13]3([C:14]#[N:15])C(C)(CO3)CC2)=CC=1.COC([C:23]1([CH2:32][C:33]2[CH:38]=[CH:37][C:36]([Cl:39])=[CH:35][CH:34]=2)[CH2:27][CH2:26][C:25]([CH2:29]O)([CH3:28])[C:24]1=[O:31])=O.C[OH:41].[H-].[Na+]. Product: [Cl:39][C:36]1[CH:35]=[CH:34][C:33]([CH2:32][CH:23]2[C:24]3([CH2:13][C:14]([NH2:15])=[O:41])[C:25]([CH3:28])([CH2:29][O:31]3)[CH2:26][CH2:27]2)=[CH:38][CH:37]=1. The catalyst class is: 30.